From a dataset of Full USPTO retrosynthesis dataset with 1.9M reactions from patents (1976-2016). Predict the reactants needed to synthesize the given product. (1) Given the product [CH:1]1([CH2:4][CH2:5][N:6]([CH3:32])[C:7]([C:9]2[N:10]=[N:11][C:12]([N:15]3[CH2:16][CH2:17][CH:18]([C:21](=[O:29])[C:22]4[CH:27]=[CH:26][C:25]([F:28])=[CH:24][CH:23]=4)[CH2:19][CH2:20]3)=[CH:13][CH:14]=2)=[O:8])[CH2:2][CH2:3]1, predict the reactants needed to synthesize it. The reactants are: [CH:1]1([CH2:4][CH2:5][NH:6][C:7]([C:9]2[N:10]=[N:11][C:12]([N:15]3[CH2:20][CH2:19][CH:18]([C:21](=[O:29])[C:22]4[CH:27]=[CH:26][C:25]([F:28])=[CH:24][CH:23]=4)[CH2:17][CH2:16]3)=[CH:13][CH:14]=2)=[O:8])[CH2:3][CH2:2]1.[H-].[Na+].[CH3:32]I. (2) Given the product [Br:1][C:2]1[CH:7]=[C:6]([F:8])[CH:5]=[CH:4][C:3]=1[CH:9]1[CH2:10][C:11]([O:16][C:17](=[O:19])[CH3:18])=[CH:12][C:13](=[O:15])[CH2:14]1, predict the reactants needed to synthesize it. The reactants are: [Br:1][C:2]1[CH:7]=[C:6]([F:8])[CH:5]=[CH:4][C:3]=1[CH:9]1[CH2:14][C:13](=[O:15])[CH2:12][C:11](=[O:16])[CH2:10]1.[C:17]([O-])(=[O:19])[CH3:18].[Na+].O.